The task is: Predict the product of the given reaction.. This data is from Forward reaction prediction with 1.9M reactions from USPTO patents (1976-2016). (1) Given the reactants [C:1]1([S:7]([N:10]2[C:14]3[CH:15]=[N:16][C:17]([C:29]#[N:30])=[C:18]([O:19][CH:20]4[CH2:25][CH2:24][N:23]([CH2:26][CH2:27][OH:28])[CH2:22][CH2:21]4)[C:13]=3[C:12]3[CH:31]=[C:32](Br)[CH:33]=[N:34][C:11]2=3)(=[O:9])=[O:8])[CH:6]=[CH:5][CH:4]=[CH:3][CH:2]=1, predict the reaction product. The product is: [C:1]1([S:7]([N:10]2[C:14]3[CH:15]=[N:16][C:17]([C:29]#[N:30])=[C:18]([O:19][CH:20]4[CH2:21][CH2:22][N:23]([CH2:26][CH2:27][OH:28])[CH2:24][CH2:25]4)[C:13]=3[C:12]3[CH:31]=[CH:32][CH:33]=[N:34][C:11]2=3)(=[O:9])=[O:8])[CH:2]=[CH:3][CH:4]=[CH:5][CH:6]=1. (2) Given the reactants [OH-:1].[K+].[F:3][C:4]1[CH:5]=[C:6]2[C:10](=[CH:11][CH:12]=1)[NH:9][CH:8]=[C:7]2[CH2:13][CH2:14][CH2:15][C:16]([OH:18])=[O:17].FC1[CH:21]=[C:22]2[C:26](=CC=1)NC=[C:23]2CCC[N+]#[C-].O.[CH2:35]([OH:37])C, predict the reaction product. The product is: [C:22]([O:1][C:35]([N:9]1[C:10]2[C:6](=[CH:5][C:4]([F:3])=[CH:12][CH:11]=2)[C:7]([CH2:13][CH2:14][CH2:15][C:16]([OH:18])=[O:17])=[CH:8]1)=[O:37])([CH3:26])([CH3:23])[CH3:21]. (3) Given the reactants [CH3:1][C@@:2]12[C:21](=[O:22])[CH2:20][CH2:19][C@H:3]1[C@H:4]1[C@H:9]([CH2:10][CH2:11]2)[C@:8]([CH2:13][CH2:14][C:15]([OH:17])=O)([CH3:12])[C:7](=O)[CH2:6][CH2:5]1.[NH3:23].Cl, predict the reaction product. The product is: [CH3:12][C@@:8]12[C@H:9]3[CH2:10][CH2:11][C@@:2]4([CH3:1])[C@H:3]([C@@H:4]3[CH2:5][CH:6]=[C:7]1[NH:23][C:15](=[O:17])[CH2:14][CH2:13]2)[CH2:19][CH2:20][C:21]4=[O:22]. (4) Given the reactants [NH2:1][C:2]1[CH:29]=[CH:28][C:5]2[N:6]([CH3:27])[C:7](=[C:9]3[S:13][C:12](=[N:14][C:15]4[CH:16]=[C:17]([CH:20]=[CH:21][C:22]=4[NH:23][CH2:24][CH3:25])[C:18]#[N:19])[NH:11][C:10]3=[O:26])[S:8][C:4]=2[CH:3]=1.[C:30]([O:34][C:35]([NH:37][C:38]([NH:40][C:41]([O:43][C:44]([CH3:47])([CH3:46])[CH3:45])=[O:42])=S)=[O:36])([CH3:33])([CH3:32])[CH3:31], predict the reaction product. The product is: [CH2:18]([N:11]1[C:10](=[O:26])[C:9](=[C:7]2[N:6]([CH3:27])[C:5]3[CH:28]=[CH:29][C:2]([NH:1][C:38]([NH:40][C:41]([O:43][C:44]([CH3:47])([CH3:46])[CH3:45])=[O:42])=[N:37][C:35]([O:34][C:30]([CH3:33])([CH3:32])[CH3:31])=[O:36])=[CH:3][C:4]=3[S:8]2)[S:13][C:12]1=[N:14][C:15]1[CH:16]=[C:17]([C:18]#[N:19])[CH:20]=[CH:21][C:22]=1[NH:23][CH2:24][CH3:25])[C:17]1[CH:20]=[CH:21][CH:22]=[CH:15][CH:16]=1. (5) Given the reactants [CH2:1]([O:8][C:9]1[CH:16]=[CH:15][C:12]([CH:13]=[O:14])=[C:11]([OH:17])[CH:10]=1)[C:2]1[CH:7]=[CH:6][CH:5]=[CH:4][CH:3]=1.I[CH:19]([CH3:21])[CH3:20].C(=O)([O-])[O-].[K+].[K+], predict the reaction product. The product is: [CH2:1]([O:8][C:9]1[CH:16]=[CH:15][C:12]([CH:13]=[O:14])=[C:11]([O:17][CH:19]([CH3:21])[CH3:20])[CH:10]=1)[C:2]1[CH:3]=[CH:4][CH:5]=[CH:6][CH:7]=1. (6) Given the reactants [C:1]12([OH:11])[CH2:10][CH:5]3[CH2:6][CH:7]([CH2:9][CH:3]([CH2:4]3)[CH2:2]1)[CH2:8]2.[O-]S([O-])(=S)=O.[Na+].[Na+].C([O-])(O)=O.[Na+].C12(O)CC3CC(CC(O)(C3)C1)C2, predict the reaction product. The product is: [CH2:10]=[C:5]1[CH2:4][CH:3]2[CH2:9][CH:7]([CH2:8][C:1](=[O:11])[CH2:2]2)[CH2:6]1. (7) Given the reactants [S:1]([O-:6])(O[O-])(=O)=[O:2].[K+].[K+].[C:9](#N)C.O.[F:13][C:14]([F:53])([F:52])[C:15]1[CH:16]=[C:17]([C@H:25]2[O:29][C:28](=[O:30])[N:27]([CH2:31][C:32]3[C:37]([C:38]4[C:39]([O:47][CH3:48])=[N:40][CH:41]=[C:42]([CH:44]([CH3:46])[CH3:45])[CH:43]=4)=[CH:36][N:35]=[C:34](SC)[N:33]=3)[C@H:26]2[CH3:51])[CH:18]=[C:19]([C:21]([F:24])([F:23])[F:22])[CH:20]=1, predict the reaction product. The product is: [F:23][C:21]([F:22])([F:24])[C:19]1[CH:18]=[C:17]([C@H:25]2[O:29][C:28](=[O:30])[N:27]([CH2:31][C:32]3[C:37]([C:38]4[C:39]([O:47][CH3:48])=[N:40][CH:41]=[C:42]([CH:44]([CH3:45])[CH3:46])[CH:43]=4)=[CH:36][N:35]=[C:34]([S:1]([CH3:9])(=[O:6])=[O:2])[N:33]=3)[C@H:26]2[CH3:51])[CH:16]=[C:15]([C:14]([F:13])([F:53])[F:52])[CH:20]=1. (8) Given the reactants C([O:4][C:5]1[CH:10]=[CH:9][C:8]([CH:11]=[O:12])=[C:7]([N+:13]([O-:15])=[O:14])[C:6]=1[O:16][CH3:17])(=O)C.C(=O)([O-])[O-].[K+].[K+].Cl, predict the reaction product. The product is: [OH:4][C:5]1[CH:10]=[CH:9][C:8]([CH:11]=[O:12])=[C:7]([N+:13]([O-:15])=[O:14])[C:6]=1[O:16][CH3:17]. (9) Given the reactants Cl[C:2]1[N:7]=[CH:6][C:5]2[O:8][C:9]3[C:14]([C@@:15]4([CH2:19][O:18][C:17]([NH2:20])=[N:16]4)[C:4]=2[CH:3]=1)=[CH:13][C:12]([C:21]1[C:22]([F:27])=[N:23][CH:24]=[CH:25][CH:26]=1)=[CH:11][CH:10]=3.CN(C1C(C2C(P(C3CCCCC3)C3CCCCC3)=CC=CC=2)=CC=CC=1)C.Cl.[F:57][C:58]1([F:64])[CH2:63][CH2:62][NH:61][CH2:60][CH2:59]1.C[Si]([N-][Si](C)(C)C)(C)C.[Li+], predict the reaction product. The product is: [F:57][C:58]1([F:64])[CH2:63][CH2:62][N:61]([C:2]2[N:7]=[CH:6][C:5]3[O:8][C:9]4[C:14]([C@@:15]5([CH2:19][O:18][C:17]([NH2:20])=[N:16]5)[C:4]=3[CH:3]=2)=[CH:13][C:12]([C:21]2[C:22]([F:27])=[N:23][CH:24]=[CH:25][CH:26]=2)=[CH:11][CH:10]=4)[CH2:60][CH2:59]1.